Regression. Given a peptide amino acid sequence and an MHC pseudo amino acid sequence, predict their binding affinity value. This is MHC class I binding data. From a dataset of Peptide-MHC class I binding affinity with 185,985 pairs from IEDB/IMGT. (1) The peptide sequence is FFLLTRILTI. The MHC is Patr-A0901 with pseudo-sequence Patr-A0901. The binding affinity (normalized) is 0.158. (2) The peptide sequence is MSYSMCTGKF. The MHC is Mamu-A02 with pseudo-sequence Mamu-A02. The binding affinity (normalized) is 0.944. (3) The peptide sequence is IPMFNKGHF. The MHC is H-2-Ld with pseudo-sequence H-2-Ld. The binding affinity (normalized) is 0.598. (4) The peptide sequence is LLPYPIAGC. The MHC is HLA-B07:02 with pseudo-sequence HLA-B07:02. The binding affinity (normalized) is 0.0847. (5) The peptide sequence is RSYMSFWCK. The MHC is HLA-A26:01 with pseudo-sequence HLA-A26:01. The binding affinity (normalized) is 0.0847.